From a dataset of Forward reaction prediction with 1.9M reactions from USPTO patents (1976-2016). Predict the product of the given reaction. Given the reactants [N+:1]([C:4]1[CH:5]=[CH:6][C:7](F)=[C:8]([C:10]2[O:11][C:12]3[CH:18]=[CH:17][C:16]([C:19]4[CH:24]=[CH:23][CH:22]=[CH:21][CH:20]=4)=[CH:15][C:13]=3[N:14]=2)[CH:9]=1)([O-:3])=[O:2].[O-:26][CH2:27][CH3:28].[Na+], predict the reaction product. The product is: [N+:1]([C:4]1[CH:5]=[CH:6][C:7]([O:26][CH2:27][CH3:28])=[C:8]([C:10]2[O:11][C:12]3[CH:18]=[CH:17][C:16]([C:19]4[CH:24]=[CH:23][CH:22]=[CH:21][CH:20]=4)=[CH:15][C:13]=3[N:14]=2)[CH:9]=1)([O-:3])=[O:2].